From a dataset of Forward reaction prediction with 1.9M reactions from USPTO patents (1976-2016). Predict the product of the given reaction. (1) Given the reactants [OH:1][C:2]1[CH:11]=[C:10]2[C:5]([CH:6]=[CH:7][CH:8]=[N:9]2)=[CH:4][CH:3]=1.C(N(CC)CC)C.[F:19][C:20]([F:33])([F:32])[S:21](O[S:21]([C:20]([F:33])([F:32])[F:19])(=[O:23])=[O:22])(=[O:23])=[O:22], predict the reaction product. The product is: [F:19][C:20]([F:33])([F:32])[S:21]([O:1][C:2]1[CH:11]=[C:10]2[C:5]([CH:6]=[CH:7][CH:8]=[N:9]2)=[CH:4][CH:3]=1)(=[O:23])=[O:22]. (2) Given the reactants [CH3:1][C:2]1([CH3:31])[O:6][C@@H:5]([CH2:7][O:8][C:9]2[CH:10]=[CH:11][C:12]3[C:24](=[O:25])[C:23]4[C:22]5[C:17](=[CH:18][C:19]([C:26]#[N:27])=[CH:20][CH:21]=5)[NH:16][C:15]=4[C:14]([CH3:29])([CH3:28])[C:13]=3[CH:30]=2)[CH2:4][O:3]1.[Cl-].[NH4+].[N-:34]=[N+:35]=[N-:36].[Na+].Cl, predict the reaction product. The product is: [CH3:1][C:2]1([CH3:31])[O:6][C@@H:5]([CH2:7][O:8][C:9]2[CH:10]=[CH:11][C:12]3[C:24](=[O:25])[C:23]4[C:22]5[C:17](=[CH:18][C:19]([C:26]6[N:34]=[N:35][NH:36][N:27]=6)=[CH:20][CH:21]=5)[NH:16][C:15]=4[C:14]([CH3:29])([CH3:28])[C:13]=3[CH:30]=2)[CH2:4][O:3]1. (3) Given the reactants [F:1][C:2]1[CH:11]=[CH:10][C:5]2[S:6][CH:7]=[C:8]([CH3:9])[C:4]=2[CH:3]=1.C([Li])CCC.CN([CH:20]=[O:21])C.[NH4+].[Cl-], predict the reaction product. The product is: [F:1][C:2]1[CH:11]=[CH:10][C:5]2[S:6][C:7]([CH:20]=[O:21])=[C:8]([CH3:9])[C:4]=2[CH:3]=1. (4) Given the reactants Br[C:2]1[CH:3]=[C:4]2[N:10]=[CH:9][N:8]([CH2:11][C:12]3[CH:28]=[CH:27][C:15]4[N:16]=[C:17]([NH:19][C@@H:20]5[CH2:25][CH2:24][CH2:23][CH2:22][C@H:21]5[OH:26])[S:18][C:14]=4[CH:13]=3)[C:5]2=[N:6][CH:7]=1.[N:29]1[CH:34]=[CH:33][CH:32]=[C:31](B(O)O)[CH:30]=1.C([O-])([O-])=O.[Na+].[Na+], predict the reaction product. The product is: [N:29]1[CH:34]=[CH:33][CH:32]=[C:31]([C:2]2[CH:3]=[C:4]3[N:10]=[CH:9][N:8]([CH2:11][C:12]4[CH:28]=[CH:27][C:15]5[N:16]=[C:17]([NH:19][C@@H:20]6[CH2:25][CH2:24][CH2:23][CH2:22][C@H:21]6[OH:26])[S:18][C:14]=5[CH:13]=4)[C:5]3=[N:6][CH:7]=2)[CH:30]=1. (5) Given the reactants [Br:1][C:2]1[CH:3]=[C:4]([OH:8])[CH:5]=[CH:6][CH:7]=1.[H-].[Na+].Br[CH2:12][CH:13]([O:17][CH2:18][CH3:19])[O:14][CH2:15][CH3:16], predict the reaction product. The product is: [Br:1][C:2]1[CH:7]=[CH:6][CH:5]=[C:4]([O:8][CH2:12][CH:13]([O:17][CH2:18][CH3:19])[O:14][CH2:15][CH3:16])[CH:3]=1. (6) Given the reactants ClC1C=C(C=CC=1)C(OO)=[O:6].[C:12]([O:16][C:17]([N:19]([CH2:41][C@@H:42]1[CH:46]=[CH:45][CH2:44][N:43]1[C:47](=[O:54])[C:48]1[CH:53]=[CH:52][CH:51]=[CH:50][CH:49]=1)[NH:20][C:21](=[O:40])[C@@H:22]([NH:27][C:28](=[O:39])[C:29]1[CH:34]=[CH:33][C:32]([C:35]([CH3:38])([CH3:37])[CH3:36])=[CH:31][CH:30]=1)[CH2:23][CH:24]([CH3:26])[CH3:25])=[O:18])([CH3:15])([CH3:14])[CH3:13], predict the reaction product. The product is: [C:12]([O:16][C:17]([N:19]([CH2:41][C@@H:42]1[N:43]([C:47](=[O:54])[C:48]2[CH:53]=[CH:52][CH:51]=[CH:50][CH:49]=2)[CH2:44][CH:45]2[CH:46]1[O:6]2)[NH:20][C:21](=[O:40])[C@@H:22]([NH:27][C:28](=[O:39])[C:29]1[CH:30]=[CH:31][C:32]([C:35]([CH3:37])([CH3:36])[CH3:38])=[CH:33][CH:34]=1)[CH2:23][CH:24]([CH3:26])[CH3:25])=[O:18])([CH3:14])([CH3:15])[CH3:13].